The task is: Predict the reaction yield, written as a fraction of the theoretical maximum amount of product (1.0 means a 100% yield; for example, 0.34 means a 34% yield).. This data is from Reaction yield outcomes from USPTO patents with 853,638 reactions. (1) The reactants are Br[CH2:2][CH2:3][O:4][C:5](=[O:7])[CH3:6].C(=O)([O-])[O-].[K+].[K+].[OH:14][CH:15]1[CH2:20][CH2:19][NH:18][CH2:17][CH2:16]1. The catalyst is O1CCCC1. The product is [CH2:3]([O:4][C:5](=[O:7])[CH2:6][N:18]1[CH2:19][CH2:20][CH:15]([OH:14])[CH2:16][CH2:17]1)[CH3:2]. The yield is 0.830. (2) The reactants are [C:1]([O:5][C:6](=[O:27])[N:7]([C:19]1[CH:24]=[CH:23][C:22]([CH:25]=[O:26])=[CH:21][N:20]=1)[CH2:8][C:9]1[CH:14]=[CH:13][C:12]([C:15]([F:18])([F:17])[F:16])=[CH:11][CH:10]=1)([CH3:4])([CH3:3])[CH3:2].[CH:28]([Si:31]([CH:45]([CH3:47])[CH3:46])([CH:42]([CH3:44])[CH3:43])[O:32][C:33]1[CH:34]=[C:35]2[CH:41]=[CH:40][NH:39][C:36]2=[N:37][CH:38]=1)([CH3:30])[CH3:29].[OH-].[K+].O. The catalyst is CO. The product is [C:1]([O:5][C:6](=[O:27])[N:7]([C:19]1[CH:24]=[CH:23][C:22]([CH:25]([OH:26])[C:41]2[C:35]3[C:36](=[N:37][CH:38]=[C:33]([O:32][Si:31]([CH:42]([CH3:44])[CH3:43])([CH:45]([CH3:47])[CH3:46])[CH:28]([CH3:29])[CH3:30])[CH:34]=3)[NH:39][CH:40]=2)=[CH:21][N:20]=1)[CH2:8][C:9]1[CH:10]=[CH:11][C:12]([C:15]([F:16])([F:17])[F:18])=[CH:13][CH:14]=1)([CH3:4])([CH3:2])[CH3:3]. The yield is 0.700. (3) The reactants are [CH3:13][C:12]([O:11][C:9](O[C:9]([O:11][C:12]([CH3:15])([CH3:14])[CH3:13])=[O:10])=[O:10])([CH3:15])[CH3:14].[NH2:16][CH2:17][CH2:18][CH2:19][C@H:20]1[CH2:25][CH2:24][CH2:23][N:22]([C:26]([O:28][CH2:29][C:30]2[CH:35]=[CH:34][CH:33]=[CH:32][CH:31]=2)=[O:27])[CH2:21]1.C(=O)(O)[O-].[Na+]. The catalyst is C(O)C.O. The product is [CH3:15][C:12]([O:11][C:9]([NH:16][CH2:17][CH2:18][CH2:19][C@H:20]1[CH2:25][CH2:24][CH2:23][N:22]([C:26]([O:28][CH2:29][C:30]2[CH:35]=[CH:34][CH:33]=[CH:32][CH:31]=2)=[O:27])[CH2:21]1)=[O:10])([CH3:13])[CH3:14]. The yield is 0.650. (4) The reactants are [OH-].[Li+].[C:3]12([NH:13][C:14]([C:16]3[CH:17]=[CH:18][C:19]([N:26]4[CH2:31][CH2:30][CH2:29][C@@H:28]([CH2:32][C:33]([O:35]C)=[O:34])[CH2:27]4)=[N:20][C:21]=3[S:22][CH2:23][CH2:24][CH3:25])=[O:15])[CH2:12][CH:7]3[CH2:8][CH:9]([CH2:11][CH:5]([CH2:6]3)[CH2:4]1)[CH2:10]2.Cl. The catalyst is O.CO.C1COCC1.CCOC(C)=O. The product is [C:3]12([NH:13][C:14]([C:16]3[CH:17]=[CH:18][C:19]([N:26]4[CH2:31][CH2:30][CH2:29][C@@H:28]([CH2:32][C:33]([OH:35])=[O:34])[CH2:27]4)=[N:20][C:21]=3[S:22][CH2:23][CH2:24][CH3:25])=[O:15])[CH2:12][CH:7]3[CH2:6][CH:5]([CH2:11][CH:9]([CH2:8]3)[CH2:10]1)[CH2:4]2. The yield is 0.910. (5) The yield is 0.580. The reactants are [CH3:1][O:2][C:3]1[CH:10]=[CH:9][C:8](B2OC(C)(C)C(C)(C)O2)=[CH:7][C:4]=1[CH:5]=[O:6].Br[C:21]1[CH:22]=[C:23]2[C:27](=[C:28]([C:30]([NH2:32])=[O:31])[CH:29]=1)[NH:26][CH:25]=[C:24]2[CH:33]1[CH2:38][CH2:37][N:36]([S:39]([CH2:42][CH3:43])(=[O:41])=[O:40])[CH2:35][CH2:34]1.C(=O)([O-])[O-].[Na+].[Na+]. The product is [CH2:42]([S:39]([N:36]1[CH2:35][CH2:34][CH:33]([C:24]2[C:23]3[C:27](=[C:28]([C:30]([NH2:32])=[O:31])[CH:29]=[C:21]([C:8]4[CH:9]=[CH:10][C:3]([O:2][CH3:1])=[C:4]([CH:5]=[O:6])[CH:7]=4)[CH:22]=3)[NH:26][CH:25]=2)[CH2:38][CH2:37]1)(=[O:41])=[O:40])[CH3:43]. The catalyst is O1CCOCC1.O.C1C=CC([P]([Pd]([P](C2C=CC=CC=2)(C2C=CC=CC=2)C2C=CC=CC=2)([P](C2C=CC=CC=2)(C2C=CC=CC=2)C2C=CC=CC=2)[P](C2C=CC=CC=2)(C2C=CC=CC=2)C2C=CC=CC=2)(C2C=CC=CC=2)C2C=CC=CC=2)=CC=1. (6) The reactants are [OH:1][C:2]1[CH:7]=[CH:6][C:5]([N:8]2[C:13](=[O:14])[C:12]([CH2:15][C:16]3[CH:21]=[CH:20][C:19]([C:22]4[C:23]([C:28]#[N:29])=[CH:24][CH:25]=[CH:26][CH:27]=4)=[CH:18][CH:17]=3)=[C:11]([CH2:30][CH2:31][CH3:32])[N:10]=[C:9]2[CH3:33])=[CH:4][CH:3]=1.[O:34]1[CH2:39][CH2:38][CH:37](O)[CH2:36][CH2:35]1.C1(P(C2C=CC=CC=2)C2C=CC=CC=2)C=CC=CC=1.[N:61]([C:62]([O:64]C(C)C)=[O:63])=[N:61][C:62]([O:64]C(C)C)=[O:63]. The catalyst is O1CCCC1.O.C(OCC)(=O)C. The product is [CH3:33][C:9]1[N:8]([C:5]2[CH:4]=[CH:3][C:2]([O:1][CH:37]3[CH2:38][CH2:39][O:34][CH2:35][CH2:36]3)=[CH:7][CH:6]=2)[C:13](=[O:14])[C:12]([CH2:15][C:16]2[CH:21]=[CH:20][C:19]([C:22]3[CH:27]=[CH:26][CH:25]=[CH:24][C:23]=3[C:28]3[NH:61][C:62](=[O:63])[O:64][N:29]=3)=[CH:18][CH:17]=2)=[C:11]([CH2:30][CH2:31][CH3:32])[N:10]=1. The yield is 0.610. (7) The reactants are [F:1][C:2]1[CH:23]=[CH:22][C:5]([CH2:6][N:7]2[C:15]3[C:10](=[CH:11][C:12]([S:16]([CH3:19])(=[O:18])=[O:17])=[CH:13][CH:14]=3)[CH:9]=[C:8]2[CH2:20][OH:21])=[CH:4][CH:3]=1. The catalyst is ClCCl.[O-2].[O-2].[Mn+4]. The product is [F:1][C:2]1[CH:23]=[CH:22][C:5]([CH2:6][N:7]2[C:15]3[C:10](=[CH:11][C:12]([S:16]([CH3:19])(=[O:17])=[O:18])=[CH:13][CH:14]=3)[CH:9]=[C:8]2[CH:20]=[O:21])=[CH:4][CH:3]=1. The yield is 0.884.